Dataset: Catalyst prediction with 721,799 reactions and 888 catalyst types from USPTO. Task: Predict which catalyst facilitates the given reaction. (1) Reactant: CSC.[Cl:4][C:5]1[CH:6]=[C:7]([C:12]2[CH:17]=[CH:16][C:15]([CH2:18][C@@H:19]([NH:23][C:24]([C:26]3[CH:27]=[C:28]([C:34]4[CH:39]=[CH:38][C:37]([C:40]([F:43])([F:42])[F:41])=[CH:36][CH:35]=4)[CH:29]=[CH:30][C:31]=3[O:32]C)=[O:25])[CH2:20][O:21][CH3:22])=[CH:14][CH:13]=2)[CH:8]=[CH:9][C:10]=1[F:11].CO. Product: [Cl:4][C:5]1[CH:6]=[C:7]([C:12]2[CH:17]=[CH:16][C:15]([CH2:18][C@@H:19]([NH:23][C:24]([C:26]3[CH:27]=[C:28]([C:34]4[CH:35]=[CH:36][C:37]([C:40]([F:43])([F:41])[F:42])=[CH:38][CH:39]=4)[CH:29]=[CH:30][C:31]=3[OH:32])=[O:25])[CH2:20][O:21][CH3:22])=[CH:14][CH:13]=2)[CH:8]=[CH:9][C:10]=1[F:11]. The catalyst class is: 2. (2) Reactant: [N:1]1[C:9]([NH:10][C@H:11]([C:13]2[N:14]=[C:15]([O:24][CH2:25][C:26]([O:28]C)=[O:27])[C:16]3[C:21]([CH:22]=2)=[CH:20][CH:19]=[CH:18][C:17]=3[Cl:23])[CH3:12])=[C:8]2[C:4]([NH:5][CH:6]=[N:7]2)=[N:3][CH:2]=1.[Li+].[OH-]. Product: [N:1]1[C:9]([NH:10][C@H:11]([C:13]2[N:14]=[C:15]([O:24][CH2:25][C:26]([OH:28])=[O:27])[C:16]3[C:21]([CH:22]=2)=[CH:20][CH:19]=[CH:18][C:17]=3[Cl:23])[CH3:12])=[C:8]2[C:4]([NH:5][CH:6]=[N:7]2)=[N:3][CH:2]=1. The catalyst class is: 88. (3) Reactant: Cl[Si:2]([C:5]([CH3:8])([CH3:7])[CH3:6])([CH3:4])[CH3:3].[OH:9][CH:10]1[CH2:15][CH2:14][CH:13]([C:16]([O:18][CH2:19][CH3:20])=[O:17])[CH2:12][CH2:11]1.N1C=CN=C1.C(O)(=O)CC(CC(O)=O)(C(O)=O)O. Product: [CH3:6][C:5]([Si:2]([CH3:4])([CH3:3])[O:9][C@H:10]1[CH2:11][CH2:12][C@H:13]([C:16]([O:18][CH2:19][CH3:20])=[O:17])[CH2:14][CH2:15]1)([CH3:8])[CH3:7]. The catalyst class is: 9. (4) Reactant: [Cl:1][C:2]1[C:7]([Cl:8])=[CH:6][CH:5]=[CH:4][C:3]=1[C:9]1[NH:13][N:12]=[N:11][N:10]=1.[H-].[Na+].Br[CH2:17][C:18]1[C:23]([Cl:24])=[CH:22][CH:21]=[CH:20][C:19]=1[Cl:25]. Product: [Cl:24][C:23]1[CH:22]=[CH:21][CH:20]=[C:19]([Cl:25])[C:18]=1[CH2:17][N:10]1[C:9]([C:3]2[CH:4]=[CH:5][CH:6]=[C:7]([Cl:8])[C:2]=2[Cl:1])=[N:13][N:12]=[N:11]1. The catalyst class is: 31. (5) Reactant: [CH2:1]([C:6]1[N:7]([CH2:34][CH2:35][CH3:36])[N:8]=[C:9]2[C:18]=1[C:17]1[CH2:16][CH2:15][CH2:14][CH2:13][C:12]=1[N:11]=[C:10]2[N:19]([C:27]([O:29][C:30]([CH3:33])([CH3:32])[CH3:31])=[O:28])[C:20]([O:22][C:23]([CH3:26])([CH3:25])[CH3:24])=[O:21])[CH2:2][CH2:3][C:4]#[CH:5].Cl[C:38](=[N:45][OH:46])[C:39]1[CH:44]=[CH:43][CH:42]=[CH:41][CH:40]=1.C(N(CC)CC)C. Product: [C:39]1([C:38]2[CH:5]=[C:4]([CH2:3][CH2:2][CH2:1][C:6]3[N:7]([CH2:34][CH2:35][CH3:36])[N:8]=[C:9]4[C:18]=3[C:17]3[CH2:16][CH2:15][CH2:14][CH2:13][C:12]=3[N:11]=[C:10]4[N:19]([C:20]([O:22][C:23]([CH3:24])([CH3:25])[CH3:26])=[O:21])[C:27]([O:29][C:30]([CH3:33])([CH3:32])[CH3:31])=[O:28])[O:46][N:45]=2)[CH:44]=[CH:43][CH:42]=[CH:41][CH:40]=1. The catalyst class is: 4. (6) Reactant: C([O:8][NH:9][C:10]([C@@H:12]1[C@@H:17]([C:18](=[O:39])[NH:19][C:20]2[CH:25]=[CH:24][C:23]([O:26][CH2:27][C:28]3[C:37]4[C:32](=[CH:33][CH:34]=[CH:35][CH:36]=4)[N:31]=[C:30]([CH3:38])[CH:29]=3)=[CH:22][CH:21]=2)[CH2:16][CH2:15][CH:14]([CH2:40][C:41](O)=[O:42])[CH2:13]1)=[O:11])C1C=CC=CC=1.C1CN([P+](ON2N=NC3C=CC=CC2=3)(N2CCCC2)N2CCCC2)CC1.F[P-](F)(F)(F)(F)F.[NH:77]1[CH2:82][CH2:81][CH2:80][CH2:79][CH2:78]1.CN1CCOCC1. Product: [OH:8][NH:9][C:10]([C@H:12]1[CH2:13][CH:14]([CH2:40][C:41](=[O:42])[N:77]2[CH2:82][CH2:81][CH2:80][CH2:79][CH2:78]2)[CH2:15][CH2:16][C@@H:17]1[C:18]([NH:19][C:20]1[CH:25]=[CH:24][C:23]([O:26][CH2:27][C:28]2[C:37]3[C:32](=[CH:33][CH:34]=[CH:35][CH:36]=3)[N:31]=[C:30]([CH3:38])[CH:29]=2)=[CH:22][CH:21]=1)=[O:39])=[O:11]. The catalyst class is: 3.